Dataset: Retrosynthesis with 50K atom-mapped reactions and 10 reaction types from USPTO. Task: Predict the reactants needed to synthesize the given product. (1) Given the product COCCOS(C)(=O)=O, predict the reactants needed to synthesize it. The reactants are: COCCO.CS(=O)(=O)Cl. (2) Given the product Cc1cnc(Cl)nc1Nc1ccc2oc(=O)[nH]c2c1, predict the reactants needed to synthesize it. The reactants are: Cc1cnc(Cl)nc1Cl.Nc1ccc2oc(=O)[nH]c2c1. (3) Given the product COc1c(C(C)(C)CC(O)(C=O)C(F)(F)F)ccc(C)c1F, predict the reactants needed to synthesize it. The reactants are: COc1c(C(C)(C)CC(O)(CO)C(F)(F)F)ccc(C)c1F. (4) Given the product CC(C(=O)NCc1cccc(OC(F)(F)F)c1)c1cccc2cnccc12, predict the reactants needed to synthesize it. The reactants are: CC(C(=O)O)c1cccc2cnccc12.NCc1cccc(OC(F)(F)F)c1. (5) Given the product Brc1cccnc1N1CCNCC1, predict the reactants needed to synthesize it. The reactants are: C1CNCCN1.Clc1ncccc1Br. (6) Given the product CCCS(=O)(=O)Nc1ccc(F)c(C(=O)Nc2cnc3[nH]c(CC)cc3c2)c1F, predict the reactants needed to synthesize it. The reactants are: CCCS(=O)(=O)Nc1ccc(F)c(C(=O)O)c1F.CCc1cc2cc(N)cnc2[nH]1. (7) Given the product C#CC(C)(C)n1c2ccccc2c2ccccc21, predict the reactants needed to synthesize it. The reactants are: C#CC(C)(C)Cl.c1ccc2c(c1)[nH]c1ccccc12. (8) Given the product Cc1cccnc1Nc1nc2cc(C(=O)Nc3ccc4cn[nH]c4c3)c(N3CCC(N)CC3)cc2[nH]1, predict the reactants needed to synthesize it. The reactants are: Cc1cccnc1Nc1nc2cc(C(=O)Nc3ccc4cn[nH]c4c3)c(N3CCC(NC(=O)OC(C)(C)C)CC3)cc2[nH]1. (9) Given the product C#CCOC(=O)C(C)Oc1ccc(C)c(-c2nsc3ccc(-n4c(=O)cc(C(F)(F)F)n(C)c4=O)cc23)c1, predict the reactants needed to synthesize it. The reactants are: C#CCO.Cc1ccc(OC(C)C(=O)O)cc1-c1nsc2ccc(-n3c(=O)cc(C(F)(F)F)n(C)c3=O)cc12. (10) Given the product CC1(C)Cc2c(C(=O)O)ccc(F)c2NC1c1cccc(N2CCOCC2)c1, predict the reactants needed to synthesize it. The reactants are: COC(=O)c1ccc(F)c2c1CC(C)(C)C(c1cccc(N3CCOCC3)c1)N2.